From a dataset of Reaction yield outcomes from USPTO patents with 853,638 reactions. Predict the reaction yield, written as a fraction of the theoretical maximum amount of product (1.0 means a 100% yield; for example, 0.34 means a 34% yield). (1) The reactants are [Br:1][C:2]1[CH:3]=[C:4](B2OC(C)(C)C(C)(C)O2)[CH:5]=[C:6]([Br:9])[C:7]=1[F:8].Br[C:20]([C:22]([F:25])([F:24])[F:23])=[CH2:21].C([O-])([O-])=O.[K+].[K+].N#N. The catalyst is C1COCC1.O.C1C=CC(P(C2C=CC=CC=2)[C-]2C=CC=C2)=CC=1.C1C=CC(P(C2C=CC=CC=2)[C-]2C=CC=C2)=CC=1.Cl[Pd]Cl.[Fe+2]. The product is [Br:9][C:6]1[CH:5]=[C:4]([C:20]([C:22]([F:25])([F:24])[F:23])=[CH2:21])[CH:3]=[C:2]([Br:1])[C:7]=1[F:8]. The yield is 0.300. (2) The reactants are [CH:1]1([C:4]2[NH:8][N:7]=[C:6]([NH:9][C:10]3[C:19]4[C:14](=[CH:15][CH:16]=[CH:17][CH:18]=4)[N:13]=[C:12](Cl)[N:11]=3)[CH:5]=2)[CH2:3][CH2:2]1.[CH3:21][CH:22]1[CH2:27][CH2:26][NH:25][CH2:24][CH2:23]1.C(=O)([O-])[O-].[K+].[K+]. The catalyst is C(O)(C)(C)C. The product is [CH:1]1([C:4]2[CH:5]=[C:6]([NH:9][C:10]3[C:19]4[C:14](=[CH:15][CH:16]=[CH:17][CH:18]=4)[N:13]=[C:12]([N:25]4[CH2:26][CH2:27][CH:22]([CH3:21])[CH2:23][CH2:24]4)[N:11]=3)[NH:7][N:8]=2)[CH2:3][CH2:2]1. The yield is 0.850. (3) The reactants are [Cl:1][C:2]1[CH:3]=[C:4]([C@@H:12]([CH2:16][CH:17]2[CH2:21][CH2:20][CH2:19][CH2:18]2)[C:13]([OH:15])=O)[CH:5]=[CH:6][C:7]=1[S:8]([CH3:11])(=[O:10])=[O:9].C(Cl)(=O)C(Cl)=O.[NH2:28][C:29]1[CH:34]=[N:33][C:32]([CH:35]=[CH2:36])=[CH:31][N:30]=1.N1C(C)=CC=CC=1C. The catalyst is C(Cl)Cl.CN(C)C=O.O1CCCC1.O. The product is [Cl:1][C:2]1[CH:3]=[C:4]([C@@H:12]([CH2:16][CH:17]2[CH2:21][CH2:20][CH2:19][CH2:18]2)[C:13]([NH:28][C:29]2[CH:34]=[N:33][C:32]([CH:35]=[CH2:36])=[CH:31][N:30]=2)=[O:15])[CH:5]=[CH:6][C:7]=1[S:8]([CH3:11])(=[O:9])=[O:10]. The yield is 0.770. (4) The reactants are O[CH:2]([C:4]1[CH:21]=[CH:20][C:7]2/[C:8](=[CH:17]/[C:18]#[N:19])/[C:9]3[CH:16]=[CH:15][CH:14]=[CH:13][C:10]=3[CH2:11][CH2:12][C:6]=2[CH:5]=1)[CH3:3].B(Br)(Br)Br.[CH2:26]([C:29]1[NH:30][C:31]2[C:37]([CH3:38])=[CH:36][CH:35]=[CH:34][C:32]=2[N:33]=1)[CH2:27][CH3:28].C(=O)([O-])[O-].[K+].[K+]. The catalyst is ClCCl.O. The product is [CH2:26]([C:29]1[N:33]([CH:2]([C:4]2[CH:21]=[CH:20][C:7]3/[C:8](=[CH:17]/[C:18]#[N:19])/[C:9]4[CH:16]=[CH:15][CH:14]=[CH:13][C:10]=4[CH2:11][CH2:12][C:6]=3[CH:5]=2)[CH3:3])[C:32]2[CH:34]=[CH:35][CH:36]=[C:37]([CH3:38])[C:31]=2[N:30]=1)[CH2:27][CH3:28]. The yield is 0.450. (5) The reactants are [CH3:1][S:2][CH2:3][CH2:4][C@H:5]([N:9]1[CH2:17][C:16]2[C:11](=[CH:12][CH:13]=[CH:14][C:15]=2[C:18]([F:21])([F:20])[F:19])[C:10]1=[O:22])[C:6](O)=[O:7].C(Cl)(=O)C(Cl)=O.[CH3:29][C:30]1([CH3:42])[O:34][C@@H:33]([C:35]2[N:36]=[CH:37][C:38]([NH2:41])=[N:39][CH:40]=2)[CH2:32][O:31]1.N1C(C)=CC=CC=1C. The catalyst is C(Cl)Cl.CN(C)C=O.CO. The product is [CH3:29][C:30]1([CH3:42])[O:34][C@@H:33]([C:35]2[N:36]=[CH:37][C:38]([NH:41][C:6](=[O:7])[C@@H:5]([N:9]3[CH2:17][C:16]4[C:11](=[CH:12][CH:13]=[CH:14][C:15]=4[C:18]([F:20])([F:19])[F:21])[C:10]3=[O:22])[CH2:4][CH2:3][S:2][CH3:1])=[N:39][CH:40]=2)[CH2:32][O:31]1. The yield is 0.320. (6) The reactants are [O:1]=[C:2]1[CH2:7][CH2:6][CH:5]([N:8]2[C:13](=[O:14])[C:12]([CH2:15][C:16]3[CH:21]=[CH:20][C:19]([C:22]4[CH:27]=[CH:26][CH:25]=[CH:24][C:23]=4[C:28]4[NH:32][C:31](=[O:33])[O:30][N:29]=4)=[CH:18][CH:17]=3)=[C:11]([CH2:34][CH2:35][CH3:36])[N:10]3[N:37]=[CH:38][N:39]=[C:9]23)[CH2:4][CH2:3]1.[CH2:40](O)[CH2:41][CH2:42][OH:43].CC1C=CC(S(O)(=O)=O)=CC=1.C(=O)([O-])O.[Na+]. The catalyst is C1(C)C=CC=CC=1. The product is [O:43]1[C:2]2([CH2:7][CH2:6][CH:5]([N:8]3[C:13](=[O:14])[C:12]([CH2:15][C:16]4[CH:17]=[CH:18][C:19]([C:22]5[CH:27]=[CH:26][CH:25]=[CH:24][C:23]=5[C:28]5[NH:32][C:31](=[O:33])[O:30][N:29]=5)=[CH:20][CH:21]=4)=[C:11]([CH2:34][CH2:35][CH3:36])[N:10]4[N:37]=[CH:38][N:39]=[C:9]34)[CH2:4][CH2:3]2)[O:1][CH2:40][CH2:41][CH2:42]1. The yield is 0.390. (7) The reactants are [N:1]1([CH2:7][CH2:8][O:9][C:10]2[CH:15]=[CH:14][C:13]([NH2:16])=[CH:12][CH:11]=2)[CH2:6][CH2:5][CH2:4][CH2:3][CH2:2]1.O[CH:18]=[C:19]1[C:27]2[C:22](=[CH:23][CH:24]=[CH:25][CH:26]=2)[NH:21][C:20]1=[O:28]. No catalyst specified. The product is [N:1]1([CH2:7][CH2:8][O:9][C:10]2[CH:11]=[CH:12][C:13]([NH:16][CH:18]=[C:19]3[C:27]4[C:22](=[CH:23][CH:24]=[CH:25][CH:26]=4)[NH:21][C:20]3=[O:28])=[CH:14][CH:15]=2)[CH2:2][CH2:3][CH2:4][CH2:5][CH2:6]1. The yield is 0.800. (8) The reactants are [CH:1]1([C:4]([C:6]2[CH:11]=[CH:10][C:9]([CH2:12][C:13]([OH:15])=[O:14])=[CH:8][CH:7]=2)=[O:5])[CH2:3][CH2:2]1.[CH2:16](O)[CH3:17]. The catalyst is S(=O)(=O)(O)O. The product is [CH:1]1([C:4]([C:6]2[CH:11]=[CH:10][C:9]([CH2:12][C:13]([O:15][CH2:16][CH3:17])=[O:14])=[CH:8][CH:7]=2)=[O:5])[CH2:2][CH2:3]1. The yield is 0.880.